From a dataset of Experimentally validated miRNA-target interactions with 360,000+ pairs, plus equal number of negative samples. Binary Classification. Given a miRNA mature sequence and a target amino acid sequence, predict their likelihood of interaction. The miRNA is hsa-miR-5690 with sequence UCAGCUACUACCUCUAUUAGG. The protein sequence of the target gene is MAFAPMGPEASFFDVLDRHRESLLAALRRGGREPPTGGSRLASSSEVLASIENIIQDIITSLARNEAPAFTIDNRSSWENIKFEDSVGLQMVSHCTTRKIKSDSPKSAQKFSLILKILSMIYKLVQSNTYATKRDIYYTDSQLFGNQTVVDNIINDISCMLKVSRRSLHILSTSKGLIAGNLRYIEEDGTKVNCTCGATAVAVPSNIQGIRNLVTDAKFVLIVEKDATFQRLLDDNFCNKLSPCIMITGKGVPDLNTRLLVKKLWDTFHVPVFTLVDADPHGIEIMCIYKYGSMSMSFEA.... Result: 0 (no interaction).